Dataset: Forward reaction prediction with 1.9M reactions from USPTO patents (1976-2016). Task: Predict the product of the given reaction. (1) Given the reactants [CH3:1][O:2][C:3]1[CH:28]=[CH:27][C:6]([CH2:7][N:8]2[C:12]3=[N:13][CH:14]=[CH:15][C:16]([O:17][C:18]4[CH:23]=[CH:22][C:21]([NH2:24])=[CH:20][C:19]=4[F:25])=[C:11]3[C:10]([CH3:26])=[N:9]2)=[CH:5][CH:4]=1.[O:29]=[C:30]1[CH:34]([C:35](O)=[O:36])[CH2:33][CH2:32][NH:31]1.Cl.C(N=C=NCCCN(C)C)C.N1(O)C2C=CC=CC=2N=N1.C(N(C(C)C)C(C)C)C, predict the reaction product. The product is: [CH3:1][O:2][C:3]1[CH:4]=[CH:5][C:6]([CH2:7][N:8]2[C:12]3=[N:13][CH:14]=[CH:15][C:16]([O:17][C:18]4[CH:23]=[CH:22][C:21]([NH:24][C:35]([CH:34]5[CH2:33][CH2:32][NH:31][C:30]5=[O:29])=[O:36])=[CH:20][C:19]=4[F:25])=[C:11]3[C:10]([CH3:26])=[N:9]2)=[CH:27][CH:28]=1. (2) Given the reactants [CH3:1][O:2][C:3]1[CH:4]=[C:5]2[C:9](=[CH:10][CH:11]=1)[NH:8][CH:7]=[C:6]2[CH2:12][CH2:13][NH2:14].[CH:15]1([CH:18]=O)[CH2:17][CH2:16]1, predict the reaction product. The product is: [CH:15]1([CH2:18][NH:14][CH2:13][CH2:12][C:6]2[C:5]3[C:9](=[CH:10][CH:11]=[C:3]([O:2][CH3:1])[CH:4]=3)[NH:8][CH:7]=2)[CH2:17][CH2:16]1. (3) Given the reactants [2H-].[Al+3].[Li+].[2H-].[2H-].[2H-].[C:7]12([CH3:17])[C:14]([CH3:16])([CH3:15])[CH:11]([CH2:12][CH2:13]1)[CH2:10][C:8]2=[O:9].[H-], predict the reaction product. The product is: [CH3:15][C:14]1([CH3:16])[C:7]2([CH3:17])[CH:8]([OH:9])[CH2:10][CH:11]1[CH2:12][CH2:13]2. (4) Given the reactants FC(F)(F)C(O)=O.[CH3:8][CH:9]([O:11][C:12]1[CH:19]=[CH:18][C:17]([C:20]2[O:24][N:23]=[C:22]([C:25]3[C:35]4[CH2:34][CH2:33][NH:32][CH2:31][CH2:30][C:29]=4[CH:28]=[CH:27][CH:26]=3)[N:21]=2)=[CH:16][C:13]=1[C:14]#[N:15])[CH3:10].Br[CH2:37][C:38]([NH2:40])=[O:39].C(=O)([O-])[O-].[K+].[K+], predict the reaction product. The product is: [C:14]([C:13]1[CH:16]=[C:17]([C:20]2[O:24][N:23]=[C:22]([C:25]3[C:35]4[CH2:34][CH2:33][N:32]([CH2:37][C:38]([NH2:40])=[O:39])[CH2:31][CH2:30][C:29]=4[CH:28]=[CH:27][CH:26]=3)[N:21]=2)[CH:18]=[CH:19][C:12]=1[O:11][CH:9]([CH3:8])[CH3:10])#[N:15]. (5) The product is: [F:30][C:5]1[CH:4]=[C:3]([F:31])[CH:2]=[CH:7][C:6]=1[C@:8]1([CH3:29])[CH2:13][C@H:12]([C:14]2[C:15]([CH3:20])=[N:16][O:17][C:18]=2[CH3:19])[S:11][C:10]([NH:21][C:22](=[O:28])[O:23][C:24]([CH3:26])([CH3:25])[CH3:27])=[N:9]1. Given the reactants Br[C:2]1[C:3]([F:31])=[CH:4][C:5]([F:30])=[C:6]([C@:8]2([CH3:29])[CH2:13][C@H:12]([C:14]3[C:15]([CH3:20])=[N:16][O:17][C:18]=3[CH3:19])[S:11][C:10]([NH:21][C:22](=[O:28])[O:23][C:24]([CH3:27])([CH3:26])[CH3:25])=[N:9]2)[CH:7]=1.C([Li])CCC, predict the reaction product. (6) Given the reactants [Br:1][C:2]1[CH:3]=[C:4]2[C:9](Cl)=[C:8]([C:11]([NH2:13])=[O:12])[CH:7]=[N:6][N:5]2[CH:14]=1.Cl.[NH2:16][CH:17]([CH3:25])[C:18]([CH3:24])([CH3:23])[C:19]([O:21][CH3:22])=[O:20].CCN(C(C)C)C(C)C, predict the reaction product. The product is: [Br:1][C:2]1[CH:3]=[C:4]2[C:9]([NH:16][CH:17]([CH3:25])[C:18]([CH3:24])([CH3:23])[C:19]([O:21][CH3:22])=[O:20])=[C:8]([C:11](=[O:12])[NH2:13])[CH:7]=[N:6][N:5]2[CH:14]=1.